From a dataset of Forward reaction prediction with 1.9M reactions from USPTO patents (1976-2016). Predict the product of the given reaction. Given the reactants [Cl:1][C:2]1[CH:9]=[C:8]([N:10]([CH2:16][C:17]2[CH:22]=[CH:21][CH:20]=[CH:19][C:18]=2[Cl:23])[C@H:11]2[CH2:15][CH2:14][NH:13][CH2:12]2)[CH:7]=[CH:6][C:3]=1[C:4]#[N:5].Cl[CH2:25][C:26]1[CH:31]=[CH:30][CH:29]=[CH:28][N:27]=1, predict the reaction product. The product is: [Cl:1][C:2]1[CH:9]=[C:8]([N:10]([CH2:16][C:17]2[CH:22]=[CH:21][CH:20]=[CH:19][C:18]=2[Cl:23])[C@H:11]2[CH2:15][CH2:14][N:13]([CH2:25][C:26]3[CH:31]=[CH:30][CH:29]=[CH:28][N:27]=3)[CH2:12]2)[CH:7]=[CH:6][C:3]=1[C:4]#[N:5].